Dataset: Peptide-MHC class II binding affinity with 134,281 pairs from IEDB. Task: Regression. Given a peptide amino acid sequence and an MHC pseudo amino acid sequence, predict their binding affinity value. This is MHC class II binding data. (1) The peptide sequence is GRTTWSIHGKGEWMT. The MHC is HLA-DQA10201-DQB10402 with pseudo-sequence HLA-DQA10201-DQB10402. The binding affinity (normalized) is 0.706. (2) The peptide sequence is RGIVKENIIDLTKIDR. The MHC is DRB5_0101 with pseudo-sequence DRB5_0101. The binding affinity (normalized) is 0.538. (3) The peptide sequence is WKVRLLPVPPTVTVF. The MHC is DRB5_0101 with pseudo-sequence DRB5_0101. The binding affinity (normalized) is 0.345. (4) The peptide sequence is NKICTSKGDSARVTV. The MHC is DRB1_1602 with pseudo-sequence DRB1_1602. The binding affinity (normalized) is 0.179. (5) The peptide sequence is VNFYAWKRMEVGQQA. The MHC is DRB4_0101 with pseudo-sequence DRB4_0103. The binding affinity (normalized) is 0.325. (6) The peptide sequence is YDKFLANWSTVLTGK. The MHC is DRB1_0802 with pseudo-sequence DRB1_0802. The binding affinity (normalized) is 0.598. (7) The binding affinity (normalized) is 0.453. The peptide sequence is ALQSHDDVALVSVMW. The MHC is DRB1_1501 with pseudo-sequence DRB1_1501. (8) The peptide sequence is GRVIDLGCGRGGWCY. The MHC is DRB1_0801 with pseudo-sequence DRB1_0801. The binding affinity (normalized) is 0.